Dataset: Full USPTO retrosynthesis dataset with 1.9M reactions from patents (1976-2016). Task: Predict the reactants needed to synthesize the given product. (1) Given the product [NH2:10][C:4]1[CH:5]=[CH:6][C:7]([C:8]#[N:9])=[C:2]([Cl:1])[C:3]=1[F:14], predict the reactants needed to synthesize it. The reactants are: [Cl:1][C:2]1[C:3]([F:14])=[C:4]([NH:10]C(=O)C)[CH:5]=[CH:6][C:7]=1[C:8]#[N:9].C(=O)([O-])O.[Na+]. (2) The reactants are: C(=O)([O-])O.[Na+].Cl[C:7]([O:9][CH2:10][C:11]1[CH:16]=[CH:15][CH:14]=[CH:13][CH:12]=1)=[O:8].[CH3:17][O:18][C:19](=[O:26])[C@@H:20]1[CH2:24][CH:23]([CH3:25])[CH2:22][NH:21]1. Given the product [CH3:17][O:18][C:19](=[O:26])[C@@H:20]1[CH2:24][CH:23]([CH3:25])[CH2:22][N:21]1[C:7]([O:9][CH2:10][C:11]1[CH:16]=[CH:15][CH:14]=[CH:13][CH:12]=1)=[O:8], predict the reactants needed to synthesize it. (3) Given the product [CH3:1][O:2][C:3]1[CH:4]=[C:5]([CH:31]=[CH:32][CH:33]=1)[CH2:6][NH:7][C:8]([C:10]1[NH:11][C:12](=[O:30])[C:13]2[C:18]([CH2:19][O:20][CH2:21][C@H:22]3[CH2:27][CH2:26][C@H:25]([C:28]([OH:35])=[O:29])[CH2:24][CH2:23]3)=[CH:17][S:16][C:14]=2[N:15]=1)=[O:9], predict the reactants needed to synthesize it. The reactants are: [CH3:1][O:2][C:3]1[CH:4]=[C:5]([CH:31]=[CH:32][CH:33]=1)[CH2:6][NH:7][C:8]([C:10]1[NH:11][C:12](=[O:30])[C:13]2[C:18]([CH2:19][O:20][CH2:21][C@H:22]3[CH2:27][CH2:26][C@H:25]([CH2:28][OH:29])[CH2:24][CH2:23]3)=[CH:17][S:16][C:14]=2[N:15]=1)=[O:9].[Cr](O[Cr]([O-])(=O)=O)([O-])(=O)=[O:35].[NH+]1C=CC=CC=1.[NH+]1C=CC=CC=1. (4) The reactants are: [CH3:1][C:2]1[NH:3][CH:4]=[CH:5][N:6]=1.[H-].[Na+].[CH2:9]([O:11][C:12](=[O:40])[CH2:13][C:14]1[CH:15]=[C:16]([C:22]2[CH:27]=[CH:26][C:25]([C:28]([F:31])([F:30])[F:29])=[CH:24][C:23]=2[CH2:32][N:33]([C:36](=[O:39])[CH2:37]Cl)[CH2:34][CH3:35])[C:17]([O:20][CH3:21])=[CH:18][CH:19]=1)[CH3:10]. Given the product [CH2:9]([O:11][C:12](=[O:40])[CH2:13][C:14]1[CH:15]=[C:16]([C:22]2[CH:27]=[CH:26][C:25]([C:28]([F:30])([F:31])[F:29])=[CH:24][C:23]=2[CH2:32][N:33]([CH2:34][CH3:35])[C:36](=[O:39])[CH2:37][N:3]2[CH:4]=[CH:5][N:6]=[C:2]2[CH3:1])[C:17]([O:20][CH3:21])=[CH:18][CH:19]=1)[CH3:10], predict the reactants needed to synthesize it.